From a dataset of Forward reaction prediction with 1.9M reactions from USPTO patents (1976-2016). Predict the product of the given reaction. (1) The product is: [Br:1][C:2]1[S:3][CH:4]=[C:5]([C@@H:7]2[CH2:9][C@H:8]2[C:10]([OH:12])=[O:11])[N:6]=1. Given the reactants [Br:1][C:2]1[S:3][CH:4]=[C:5]([C@@H:7]2[CH2:9][C@H:8]2[C:10]([O:12]CC)=[O:11])[N:6]=1.[OH-].[Na+].Cl, predict the reaction product. (2) Given the reactants [N+:1]([CH3:4])([O-:3])=[O:2].[CH2:5]([O:12][CH2:13][C@H:14]([O:16][C:17]1[CH:18]=[C:19]([CH:22]=[CH:23][CH:24]=1)[CH:20]=[O:21])[CH3:15])[C:6]1[CH:11]=[CH:10][CH:9]=[CH:8][CH:7]=1, predict the reaction product. The product is: [CH2:5]([O:12][CH2:13][C@H:14]([O:16][C:17]1[CH:18]=[C:19]([C@H:20]([OH:21])[CH2:4][N+:1]([O-:3])=[O:2])[CH:22]=[CH:23][CH:24]=1)[CH3:15])[C:6]1[CH:7]=[CH:8][CH:9]=[CH:10][CH:11]=1. (3) Given the reactants [CH3:1][C@H:2]1[NH:7][CH2:6][CH2:5][N:4]([S:8]([C:11]2[CH:16]=[CH:15][C:14]([C:17]([F:20])([F:19])[F:18])=[CH:13][CH:12]=2)(=[O:10])=[O:9])[CH2:3]1.[N:21]1[N:25]2[CH:26]=[CH:27][CH:28]=[N:29][C:24]2=[C:23]([C:30](O)=[O:31])[CH:22]=1.C1C=CC2N(O)N=NC=2C=1.O.CN(C(ON1N=NC2C=CC=CC1=2)=[N+](C)C)C.F[P-](F)(F)(F)(F)F.CCN(C(C)C)C(C)C, predict the reaction product. The product is: [CH3:1][C@@H:2]1[CH2:3][N:4]([S:8]([C:11]2[CH:12]=[CH:13][C:14]([C:17]([F:20])([F:18])[F:19])=[CH:15][CH:16]=2)(=[O:9])=[O:10])[CH2:5][CH2:6][N:7]1[C:30]([C:23]1[CH:22]=[N:21][N:25]2[CH:26]=[CH:27][CH:28]=[N:29][C:24]=12)=[O:31]. (4) Given the reactants Cl[C:2]1[C:11]2[C:6](=[CH:7][CH:8]=[C:9]([CH3:12])[CH:10]=2)[N:5]=[C:4]([N:13]2[CH2:19][C:18]3[CH:20]=[CH:21][CH:22]=[CH:23][C:17]=3[S:16](=[O:25])(=[O:24])[CH2:15][CH2:14]2)[CH:3]=1.[N:26]1[CH:31]=[CH:30][CH:29]=[C:28]([C:32]([NH2:34])=[O:33])[N:27]=1, predict the reaction product. The product is: [O:24]=[S:16]1(=[O:25])[C:17]2[CH:23]=[CH:22][CH:21]=[CH:20][C:18]=2[CH2:19][N:13]([C:4]2[CH:3]=[C:2]([NH:34][C:32]([C:28]3[N:27]=[N:26][CH:31]=[CH:30][CH:29]=3)=[O:33])[C:11]3[C:6](=[CH:7][CH:8]=[C:9]([CH3:12])[CH:10]=3)[N:5]=2)[CH2:14][CH2:15]1.